Dataset: Peptide-MHC class II binding affinity with 134,281 pairs from IEDB. Task: Regression. Given a peptide amino acid sequence and an MHC pseudo amino acid sequence, predict their binding affinity value. This is MHC class II binding data. (1) The binding affinity (normalized) is 0.630. The MHC is DRB1_1501 with pseudo-sequence DRB1_1501. The peptide sequence is YEGQRVVFIQPSPVRD. (2) The peptide sequence is VLTLGAAMVEIALGGKK. The MHC is DRB1_0901 with pseudo-sequence DRB1_0901. The binding affinity (normalized) is 0.738. (3) The peptide sequence is GELQIFDKIDAAFKI. The MHC is DRB1_1201 with pseudo-sequence DRB1_1201. The binding affinity (normalized) is 0.574.